From a dataset of Reaction yield outcomes from USPTO patents with 853,638 reactions. Predict the reaction yield, written as a fraction of the theoretical maximum amount of product (1.0 means a 100% yield; for example, 0.34 means a 34% yield). The reactants are [Cl:1][C:2]1[N:3]=[C:4]([N:11]2[CH2:16][CH2:15][O:14][CH2:13][CH2:12]2)[C:5]2[O:10][CH:9]=[CH:8][C:6]=2[N:7]=1.C([Li])CCC.[I:22]I. The catalyst is C1COCC1. The product is [Cl:1][C:2]1[N:3]=[C:4]([N:11]2[CH2:16][CH2:15][O:14][CH2:13][CH2:12]2)[C:5]2[O:10][C:9]([I:22])=[CH:8][C:6]=2[N:7]=1. The yield is 0.830.